From a dataset of Forward reaction prediction with 1.9M reactions from USPTO patents (1976-2016). Predict the product of the given reaction. (1) Given the reactants [CH2:1]([N:3]([CH2:15][CH3:16])[C:4](=[O:14])[C:5]1[CH:10]=[CH:9][C:8]([OH:11])=[C:7]([O:12][CH3:13])[CH:6]=1)[CH3:2].[CH3:17][N:18]([C:22]1[CH:27]=[CH:26][CH:25]=[CH:24][CH:23]=1)[C:19](Cl)=[O:20], predict the reaction product. The product is: [CH2:15]([N:3]([CH2:1][CH3:2])[C:4]([C:5]1[CH:10]=[CH:9][C:8]([O:11][C:19](=[O:20])[N:18]([CH3:17])[C:22]2[CH:27]=[CH:26][CH:25]=[CH:24][CH:23]=2)=[C:7]([O:12][CH3:13])[CH:6]=1)=[O:14])[CH3:16]. (2) Given the reactants [CH2:1]([O:3][C:4](=[O:20])[CH2:5][CH:6]([C:10]1[CH:11]=[N:12][C:13]2[C:18]([CH:19]=1)=[CH:17][CH:16]=[CH:15][CH:14]=2)[CH:7]=CC)[CH3:2].C(O)(C(F)(F)F)=[O:22].O=[O+][O-].C1C=CC(P(C2C=CC=CC=2)C2C=CC=CC=2)=CC=1, predict the reaction product. The product is: [CH2:1]([O:3][C:4](=[O:20])[CH2:5][CH:6]([C:10]1[CH:11]=[N:12][C:13]2[C:18]([CH:19]=1)=[CH:17][CH:16]=[CH:15][CH:14]=2)[CH:7]=[O:22])[CH3:2]. (3) The product is: [CH2:1]([C:3]1[CH:4]=[C:5]2[C:10](=[CH:11][C:12]=1[O:13][C:14]1[CH:19]=[CH:18][N:17]=[C:16]([S:20][CH3:21])[N:15]=1)[O:9][CH:8]([C:22]([F:25])([F:24])[F:23])[C:7]([C:26]([OH:28])=[O:27])=[CH:6]2)[CH3:2]. Given the reactants [CH2:1]([C:3]1[CH:4]=[C:5]2[C:10](=[CH:11][C:12]=1[O:13][C:14]1[CH:19]=[CH:18][N:17]=[C:16]([S:20][CH3:21])[N:15]=1)[O:9][CH:8]([C:22]([F:25])([F:24])[F:23])[C:7]([C:26]([O:28]CC)=[O:27])=[CH:6]2)[CH3:2].[OH-].[Li+].C(O)C, predict the reaction product.